Dataset: Catalyst prediction with 721,799 reactions and 888 catalyst types from USPTO. Task: Predict which catalyst facilitates the given reaction. Reactant: [I-].[NH2:2][N+:3]1[CH:8]=[CH:7][CH:6]=[CH:5][CH:4]=1.C(=O)([O-])[O-].[K+].[K+].[C:15]([O:20][CH2:21][CH3:22])(=[O:19])[C:16]#[C:17][CH3:18]. Product: [CH3:18][C:17]1[C:16]([C:15]([O:20][CH2:21][CH3:22])=[O:19])=[C:4]2[CH:5]=[CH:6][CH:7]=[CH:8][N:3]2[N:2]=1. The catalyst class is: 3.